From a dataset of Full USPTO retrosynthesis dataset with 1.9M reactions from patents (1976-2016). Predict the reactants needed to synthesize the given product. (1) Given the product [CH2:21]([O:23][C:24]([C:25]1[N:26]=[CH:27][N:28]2[C:30]=1[CH2:34][N:35]([CH2:48][C:49]1[CH:54]=[CH:53][C:52]([O:55][CH3:56])=[CH:51][C:50]=1[O:57][CH3:58])[C:36](=[O:47])[C:37]1[CH:43]=[C:42]([CH:44]([CH3:46])[CH3:45])[CH:41]=[CH:40][C:29]2=1)=[O:31])[CH3:22], predict the reactants needed to synthesize it. The reactants are: C[Si](C)(C)N[Si](C)(C)C.[Li]CCCC.CCCCCC.[CH2:21]([O:23][C:24](=[O:31])[CH2:25]/[N:26]=[CH:27]/[N:28]([CH3:30])[CH3:29])[CH3:22].ClC1[CH2:34][N:35]([CH2:48][C:49]2[CH:54]=[CH:53][C:52]([O:55][CH3:56])=[CH:51][C:50]=2[O:57][CH3:58])[C:36](=[O:47])[C:37]2[CH:43]=[C:42]([CH:44]([CH3:46])[CH3:45])[CH:41]=[CH:40]C=2N=1. (2) Given the product [CH3:21][O:22][C:2]1[C:7]([C:8]([NH2:10])=[O:9])=[C:6]([NH:11][C:12]2[CH:13]=[N:14][C:15]([CH3:18])=[CH:16][CH:17]=2)[N:5]=[C:4]([S:19][CH3:20])[N:3]=1, predict the reactants needed to synthesize it. The reactants are: Cl[C:2]1[C:7]([C:8]([NH2:10])=[O:9])=[C:6]([NH:11][C:12]2[CH:13]=[N:14][C:15]([CH3:18])=[CH:16][CH:17]=2)[N:5]=[C:4]([S:19][CH3:20])[N:3]=1.[CH3:21][OH:22].C[O-].[Na+]. (3) Given the product [N:1]1[C:2]2[C:10](=[O:11])[NH:12][NH:13][C:7](=[O:8])[C:3]=2[CH:4]=[CH:5][CH:6]=1, predict the reactants needed to synthesize it. The reactants are: [N:1]1[CH:6]=[CH:5][CH:4]=[C:3]2[C:7](O[C:10](=[O:11])[C:2]=12)=[O:8].[NH2:12][NH2:13]. (4) Given the product [Br:15][C:12]1[CH:13]=[CH:14][C:9]([NH:8][C:6](=[O:7])[CH2:5][CH2:4][CH2:3][CH2:2][N:18]2[CH2:23][CH2:22][O:21][CH2:20][CH2:19]2)=[CH:10][CH:11]=1, predict the reactants needed to synthesize it. The reactants are: Br[CH2:2][CH2:3][CH2:4][CH2:5][C:6]([NH:8][C:9]1[CH:14]=[CH:13][C:12]([Br:15])=[CH:11][CH:10]=1)=[O:7].[I-].[Na+].[NH:18]1[CH2:23][CH2:22][O:21][CH2:20][CH2:19]1.[OH-].[Na+]. (5) Given the product [Br:26][C:25]1[CH:24]=[CH:23][CH:22]=[C:15]2[C:14]=1[NH:13][C:2](=[O:4])[N:18]([CH:19]1[CH2:20][CH2:21]1)[C:16]2=[O:17], predict the reactants needed to synthesize it. The reactants are: Cl[C:2](Cl)([O:4]C(=O)OC(Cl)(Cl)Cl)Cl.[NH2:13][C:14]1[C:25]([Br:26])=[CH:24][CH:23]=[CH:22][C:15]=1[C:16]([NH:18][CH:19]1[CH2:21][CH2:20]1)=[O:17].